This data is from Full USPTO retrosynthesis dataset with 1.9M reactions from patents (1976-2016). The task is: Predict the reactants needed to synthesize the given product. (1) Given the product [CH2:1]([O:8][C@@H:9]1[C@@H:14]([O:15][CH2:16][C:17]2[CH:22]=[CH:21][CH:20]=[CH:19][CH:18]=2)[C@H:13]([O:23][CH2:24][C:25]2[CH:30]=[CH:29][CH:28]=[CH:27][CH:26]=2)[C@@H:12]([CH2:31][O:32][CH2:33][C:34]2[CH:39]=[CH:38][CH:37]=[CH:36][CH:35]=2)[O:11][C@H:10]1[C:40]1[C:48]2[C:43](=[C:44]([CH3:49])[CH:45]=[CH:46][CH:47]=2)[N:42]([CH2:50][C:51]2[CH:56]=[CH:55][C:54](/[CH:57]=[CH:58]/[CH2:59][C:60]([O:62][CH2:72][CH2:71][O:70][CH2:63][C:64]3[CH:69]=[CH:68][CH:67]=[CH:66][CH:65]=3)=[O:61])=[CH:53][CH:52]=2)[CH:41]=1)[C:2]1[CH:3]=[CH:4][CH:5]=[CH:6][CH:7]=1, predict the reactants needed to synthesize it. The reactants are: [CH2:1]([O:8][C@@H:9]1[C@@H:14]([O:15][CH2:16][C:17]2[CH:22]=[CH:21][CH:20]=[CH:19][CH:18]=2)[C@H:13]([O:23][CH2:24][C:25]2[CH:30]=[CH:29][CH:28]=[CH:27][CH:26]=2)[C@@H:12]([CH2:31][O:32][CH2:33][C:34]2[CH:39]=[CH:38][CH:37]=[CH:36][CH:35]=2)[O:11][C@H:10]1[C:40]1[C:48]2[C:43](=[C:44]([CH3:49])[CH:45]=[CH:46][CH:47]=2)[N:42]([CH2:50][C:51]2[CH:56]=[CH:55][C:54](/[CH:57]=[CH:58]/[CH2:59][C:60]([OH:62])=[O:61])=[CH:53][CH:52]=2)[CH:41]=1)[C:2]1[CH:7]=[CH:6][CH:5]=[CH:4][CH:3]=1.[CH2:63]([O:70][CH2:71][CH2:72]O)[C:64]1[CH:69]=[CH:68][CH:67]=[CH:66][CH:65]=1.C1(N=C=NC2CCCCC2)CCCCC1. (2) Given the product [CH3:1][C:2]1[C:3]([CH2:8][N:9]([CH2:16][C:17]2[C:22]([CH3:23])=[CH:21][CH:20]=[CH:19][N:18]=2)[CH:10]2[CH2:15][CH2:14][N:13]([S:24]([NH2:27])(=[O:26])=[O:25])[CH2:12][CH2:11]2)=[N:4][CH:5]=[CH:6][CH:7]=1, predict the reactants needed to synthesize it. The reactants are: [CH3:1][C:2]1[C:3]([CH2:8][N:9]([CH2:16][C:17]2[C:22]([CH3:23])=[CH:21][CH:20]=[CH:19][N:18]=2)[CH:10]2[CH2:15][CH2:14][NH:13][CH2:12][CH2:11]2)=[N:4][CH:5]=[CH:6][CH:7]=1.[S:24](N)([NH2:27])(=[O:26])=[O:25]. (3) The reactants are: [CH2:1]([O:3][CH2:4][O:5][C:6]1[CH:11]=[C:10]([O:12][CH2:13][O:14][CH2:15][CH3:16])[CH:9]=[CH:8][C:7]=1[O:17][CH:18]([CH3:20])[CH3:19])[CH3:2].[Li][CH2:22]CCC.CI. Given the product [CH2:15]([O:14][CH2:13][O:12][C:10]1[CH:9]=[CH:8][C:7]([O:17][CH:18]([CH3:20])[CH3:19])=[C:6]([O:5][CH2:4][O:3][CH2:1][CH3:2])[C:11]=1[CH3:22])[CH3:16], predict the reactants needed to synthesize it. (4) Given the product [Cl:1][C:2]1[CH:7]=[C:6]([Cl:8])[CH:5]=[C:4]([C:9]([F:12])([F:11])[F:10])[C:3]=1[CH2:13][NH2:19], predict the reactants needed to synthesize it. The reactants are: [Cl:1][C:2]1[CH:7]=[C:6]([Cl:8])[CH:5]=[C:4]([C:9]([F:12])([F:11])[F:10])[C:3]=1[CH2:13]C(O)=O.CC[N:19](CC)CC.C1C=CC(P(N=[N+]=[N-])(C2C=CC=CC=2)=O)=CC=1.C[Si](C)(C)[O-].[K+].C(O)(=O)CC(CC(O)=O)(C(O)=O)O.